From a dataset of Forward reaction prediction with 1.9M reactions from USPTO patents (1976-2016). Predict the product of the given reaction. (1) Given the reactants BrC1C=C(F)C=CC=1[S:9]([NH:12][C:13]1[C:22]([C:23]([O:25][CH3:26])=[O:24])=[C:21]2[C:16]([CH:17]3[CH2:27][CH:18]3[CH2:19][O:20]2)=[CH:15][CH:14]=1)(=[O:11])=[O:10].NC1C(C(OC)=O)=C2C(C3CC3CO2)=CC=1.[F:44][C:45]1[CH:50]=[CH:49][CH:48]=[CH:47][C:46]=1S(Cl)(=O)=O, predict the reaction product. The product is: [F:44][C:45]1[CH:50]=[CH:49][CH:48]=[CH:47][C:46]=1[S:9]([NH:12][C:13]1[C:22]([C:23]([O:25][CH3:26])=[O:24])=[C:21]2[C:16]([CH:17]3[CH2:27][CH:18]3[CH2:19][O:20]2)=[CH:15][CH:14]=1)(=[O:10])=[O:11]. (2) Given the reactants [Br:1][C:2]1[CH:3]=[C:4]2[C:8](=[CH:9][CH:10]=1)[NH:7][N:6]=[CH:5]2.[C:11](O[C:11]([O:13][C:14]([CH3:17])([CH3:16])[CH3:15])=[O:12])([O:13][C:14]([CH3:17])([CH3:16])[CH3:15])=[O:12].C(#N)C.C(N(CC)CC)C, predict the reaction product. The product is: [Br:1][C:2]1[CH:3]=[C:4]2[C:8](=[CH:9][CH:10]=1)[NH:7][N:6]=[C:5]2[C:11]([O:13][C:14]([CH3:17])([CH3:16])[CH3:15])=[O:12]. (3) Given the reactants CON(C)[C:4]([C:6]1[CH:11]=[CH:10][CH:9]=[C:8]([F:12])[C:7]=1[CH:13]1[CH2:18][CH2:17][N:16]([C:19]([O:21][C:22]([CH3:25])([CH3:24])[CH3:23])=[O:20])[CH2:15][CH2:14]1)=[O:5], predict the reaction product. The product is: [F:12][C:8]1[CH:9]=[CH:10][CH:11]=[C:6]([CH:4]=[O:5])[C:7]=1[CH:13]1[CH2:18][CH2:17][N:16]([C:19]([O:21][C:22]([CH3:25])([CH3:24])[CH3:23])=[O:20])[CH2:15][CH2:14]1. (4) Given the reactants [O:1]=[C:2]([N:6]1[CH2:11][CH2:10][CH:9]([O:12][C:13]2[CH:18]=[CH:17][CH:16]=[CH:15][CH:14]=2)[CH2:8][CH2:7]1)[C:3]([OH:5])=O.[NH2:19][C:20]1[CH:21]=[C:22]2[C:26](=[CH:27][CH:28]=1)[NH:25][C:24](=[O:29])[CH2:23]2, predict the reaction product. The product is: [O:1]=[C:2]([N:6]1[CH2:11][CH2:10][CH:9]([O:12][C:13]2[CH:18]=[CH:17][CH:16]=[CH:15][CH:14]=2)[CH2:8][CH2:7]1)[C:3]([NH:19][C:20]1[CH:21]=[C:22]2[C:26](=[CH:27][CH:28]=1)[NH:25][C:24](=[O:29])[CH2:23]2)=[O:5]. (5) The product is: [CH3:1][N:2]([CH3:13])[S:3]([C:6]1[CH:7]=[N:8][CH:9]=[C:10]([Br:12])[C:11]=1[CH3:14])(=[O:4])=[O:5]. Given the reactants [CH3:1][N:2]([CH3:13])[S:3]([C:6]1[CH:7]=[N:8][CH:9]=[C:10]([Br:12])[CH:11]=1)(=[O:5])=[O:4].[CH:14]([N-]C(C)C)(C)C.[Li+].IC, predict the reaction product. (6) Given the reactants [Cl:1][C:2]1[CH:3]=[C:4]([C:16](=O)[CH3:17])[CH:5]=[N:6][C:7]=1[O:8][CH2:9][C:10]([F:15])([F:14])[CH:11]([F:13])[F:12].[CH3:19][C:20]([S@:23]([NH2:25])=[O:24])([CH3:22])[CH3:21], predict the reaction product. The product is: [Cl:1][C:2]1[CH:3]=[C:4]([CH:16]([NH:25][S@@:23]([C:20]([CH3:22])([CH3:21])[CH3:19])=[O:24])[CH3:17])[CH:5]=[N:6][C:7]=1[O:8][CH2:9][C:10]([F:15])([F:14])[CH:11]([F:13])[F:12]. (7) Given the reactants C(OC([N:8]1[CH2:13][CH2:12][N:11]([C:14]2[C:19]([C:20]([F:23])([F:22])[F:21])=[CH:18][C:17]([CH2:24][OH:25])=[CH:16][N:15]=2)[CH2:10][CH2:9]1)=O)(C)(C)C, predict the reaction product. The product is: [N:11]1([C:14]2[N:15]=[CH:16][C:17]([CH2:24][OH:25])=[CH:18][C:19]=2[C:20]([F:23])([F:21])[F:22])[CH2:12][CH2:13][NH:8][CH2:9][CH2:10]1.